Task: Predict the reaction yield, written as a fraction of the theoretical maximum amount of product (1.0 means a 100% yield; for example, 0.34 means a 34% yield).. Dataset: Reaction yield outcomes from USPTO patents with 853,638 reactions (1) The reactants are Br[C:2]1[C:3]([OH:15])=[CH:4][CH:5]=[C:6]2[C:10]=1[N:9]([CH2:11][C@H:12]([OH:14])[CH3:13])[N:8]=[CH:7]2.[N:16]([O-:18])=[O:17].[Na+].O. The catalyst is O1CCCC1.C(O)(=O)C. The product is [OH:14][C@H:12]([CH3:13])[CH2:11][N:9]1[C:10]2[C:6](=[CH:5][CH:4]=[C:3]([OH:15])[C:2]=2[N+:16]([O-:18])=[O:17])[CH:7]=[N:8]1. The yield is 0.500. (2) The reactants are [CH3:1][O:2][C:3]1[CH:4]=[CH:5][C:6]([CH2:12][S:13][CH2:14][C:15]([O:17][CH3:18])=[O:16])=[N:7][C:8]=1[N+:9]([O-:11])=[O:10].[OH:19]O. The catalyst is C(O)(=O)C. The product is [CH3:1][O:2][C:3]1[CH:4]=[CH:5][C:6]([CH2:12][S:13]([CH2:14][C:15]([O:17][CH3:18])=[O:16])=[O:19])=[N:7][C:8]=1[N+:9]([O-:11])=[O:10]. The yield is 0.950. (3) The reactants are [N:1]([N:3]1[C:26]2[C:21](=[CH:22][C:23]([F:27])=[CH:24][CH:25]=2)[C:5]2([CH2:10][CH2:9][N:8]([CH2:11]/[CH:12]=[CH:13]/[C:14]3[CH:19]=[CH:18][C:17]([Cl:20])=[CH:16][CH:15]=3)[CH2:7][CH2:6]2)[CH2:4]1)=O.[H-].[Al+3].[Li+].[H-].[H-].[H-].O.[OH-].[Na+]. The catalyst is O1CCCC1.C(OCC)(=O)C. The product is [NH2:1][N:3]1[C:26]2[C:21](=[CH:22][C:23]([F:27])=[CH:24][CH:25]=2)[C:5]2([CH2:10][CH2:9][N:8]([CH2:11]/[CH:12]=[CH:13]/[C:14]3[CH:15]=[CH:16][C:17]([Cl:20])=[CH:18][CH:19]=3)[CH2:7][CH2:6]2)[CH2:4]1. The yield is 1.00. (4) The reactants are F[C:2]1[C:7]([N:8]2[CH2:13][CH2:12][N:11]([CH3:14])[CH2:10][CH2:9]2)=[CH:6][CH:5]=[C:4]([N+:15]([O-])=O)[C:3]=1[NH2:18]. The catalyst is O=[Mn]=O.CCOC(C)=O. The product is [CH:14]1([N:11]2[CH2:12][CH2:13][N:8]([C:7]3[CH:2]=[C:3]([NH2:18])[C:4]([NH2:15])=[CH:5][CH:6]=3)[CH2:9][CH2:10]2)[CH2:4][CH2:3][CH2:2][CH2:7]1. The yield is 0.940. (5) The reactants are I[C:2]1[CH:17]=[CH:16][C:5]([O:6][CH2:7][CH2:8][CH2:9][N:10]2[CH2:14][CH2:13][CH2:12][CH:11]2[CH3:15])=[CH:4][CH:3]=1.P([O-])([O-])([O-])=O.[K+].[K+].[K+].N[C@@H]1CCCC[C@H]1N.[N:34]1([CH2:40][C@H:41]2[NH:45][C:44](=[O:46])[CH2:43][CH2:42]2)[CH2:39][CH2:38][CH2:37][CH2:36][CH2:35]1. The catalyst is O1CCOCC1.ClCCl.[Cu](I)I. The product is [CH3:15][CH:11]1[CH2:12][CH2:13][CH2:14][N:10]1[CH2:9][CH2:8][CH2:7][O:6][C:5]1[CH:16]=[CH:17][C:2]([N:45]2[C@H:41]([CH2:40][N:34]3[CH2:35][CH2:36][CH2:37][CH2:38][CH2:39]3)[CH2:42][CH2:43][C:44]2=[O:46])=[CH:3][CH:4]=1. The yield is 0.460. (6) The reactants are Cl[C:2]1[C:14]2[C:13]3[C:8](=[CH:9][C:10]([C:17]4[C:18]([CH3:23])=[N:19][O:20][C:21]=4[CH3:22])=[C:11]([O:15][CH3:16])[CH:12]=3)[NH:7][C:6]=2[N:5]=[C:4]([CH3:24])[N:3]=1.CC1(C)C(C)(C)OB([C:33]2[C:42]3[C:37](=[CH:38][CH:39]=[CH:40][CH:41]=3)[C:36]([C:43]([O:45][CH3:46])=[O:44])=[CH:35][CH:34]=2)O1.C(=O)([O-])[O-].[Na+].[Na+]. The catalyst is COCCOC.C1C=CC(P(C2C=CC=CC=2)[C-]2C=CC=C2)=CC=1.C1C=CC(P(C2C=CC=CC=2)[C-]2C=CC=C2)=CC=1.Cl[Pd]Cl.[Fe+2].C(Cl)Cl. The product is [CH3:23][C:18]1[C:17]([C:10]2[CH:9]=[C:8]3[C:13]([C:14]4[C:2]([C:33]5[C:42]6[C:37](=[CH:38][CH:39]=[CH:40][CH:41]=6)[C:36]([C:43]([O:45][CH3:46])=[O:44])=[CH:35][CH:34]=5)=[N:3][C:4]([CH3:24])=[N:5][C:6]=4[NH:7]3)=[CH:12][C:11]=2[O:15][CH3:16])=[C:21]([CH3:22])[O:20][N:19]=1. The yield is 0.420. (7) The yield is 0.380. The reactants are [S:1]1[CH:5]=[CH:4][CH:3]=[C:2]1[CH:6]([OH:13])[C:7]#[C:8][Si](C)(C)C.C1(C)C=CC(P(C2C=CC(C)=CC=2)C2C=CC(C)=CC=2)=CC=1.CC1(C)CCCC(C)(C)N1. The product is [S:1]1[CH:5]=[CH:4][C:3]2[CH2:8][CH2:7][C:6](=[O:13])[C:2]1=2. The catalyst is C1(C)C=CC=CC=1. (8) The reactants are [CH3:1][C:2]([CH3:6])(O)[C:3]#[N:4].[NH:7]1[CH2:12][CH2:11][O:10][CH2:9][CH2:8]1. The catalyst is CC(C)=O. The product is [CH3:1][C:2]([N:7]1[CH2:12][CH2:11][O:10][CH2:9][CH2:8]1)([CH3:6])[C:3]#[N:4]. The yield is 1.00. (9) The reactants are Cl.[CH2:2]1[CH2:6][O:5][CH2:4][CH2:3]1. The catalyst is CO.[OH-].[K+]. The product is [C:2]([C:3]1[CH:4]=[C:6]([OH:5])[CH:2]=[CH:3][CH:4]=1)#[CH:6]. The yield is 0.700. (10) The product is [F:25][C:26]1[CH:27]=[C:28]([CH2:33][C:34]([NH:22][C@H:21]([C:20]([NH:19][C@@H:3]2[C:2](=[O:1])[NH:8][C:7]3[CH:9]=[CH:10][CH:11]=[CH:12][C:6]=3[O:5][C@@H:4]2[C:13]2[CH:18]=[CH:17][CH:16]=[CH:15][CH:14]=2)=[O:24])[CH3:23])=[O:35])[CH:29]=[C:30]([F:32])[CH:31]=1. The catalyst is ClCCl. The yield is 0.860. The reactants are [O:1]=[C:2]1[NH:8][C:7]2[CH:9]=[CH:10][CH:11]=[CH:12][C:6]=2[O:5][C@H:4]([C:13]2[CH:18]=[CH:17][CH:16]=[CH:15][CH:14]=2)[C@@H:3]1[NH:19][C:20](=[O:24])[C@H:21]([CH3:23])[NH2:22].[F:25][C:26]1[CH:27]=[C:28]([CH2:33][C:34](O)=[O:35])[CH:29]=[C:30]([F:32])[CH:31]=1.C1C=CC2N(O)N=NC=2C=1.CN1CCOCC1.CCN=C=NCCCN(C)C.Cl.